From a dataset of Full USPTO retrosynthesis dataset with 1.9M reactions from patents (1976-2016). Predict the reactants needed to synthesize the given product. (1) Given the product [C:12]([C:16]1[CH:42]=[CH:41][C:19]([CH2:20][O:21][C:22]2[CH:23]=[C:24]([CH:38]=[CH:39][CH:40]=2)[C:25]([NH:27][C:28]2[CH:33]=[CH:32][CH:31]=[CH:30][C:29]=2[S:34]([NH:35][C:1](=[O:10])[CH:2]=[CH:3][C:4]2[CH:9]=[CH:8][CH:7]=[CH:6][CH:5]=2)(=[O:36])=[O:37])=[O:26])=[CH:18][CH:17]=1)([CH3:15])([CH3:13])[CH3:14], predict the reactants needed to synthesize it. The reactants are: [C:1](Cl)(=[O:10])[CH:2]=[CH:3][C:4]1[CH:9]=[CH:8][CH:7]=[CH:6][CH:5]=1.[C:12]([C:16]1[CH:42]=[CH:41][C:19]([CH2:20][O:21][C:22]2[CH:23]=[C:24]([CH:38]=[CH:39][CH:40]=2)[C:25]([NH:27][C:28]2[CH:33]=[CH:32][CH:31]=[CH:30][C:29]=2[S:34](=[O:37])(=[O:36])[NH2:35])=[O:26])=[CH:18][CH:17]=1)([CH3:15])([CH3:14])[CH3:13]. (2) Given the product [CH3:9][O:10][C:11](=[O:23])[C:12]1[C:17]([N:18]2[C:19](=[O:20])[NH:7][N:6]=[N:5]2)=[CH:16][CH:15]=[C:14]([F:21])[C:13]=1[CH3:22], predict the reactants needed to synthesize it. The reactants are: [Cl-].[Al+3].[Cl-].[Cl-].[N-:5]=[N+:6]=[N-:7].[Na+].[CH3:9][O:10][C:11](=[O:23])[C:12]1[C:17]([N:18]=[C:19]=[O:20])=[CH:16][CH:15]=[C:14]([F:21])[C:13]=1[CH3:22].N([O-])=O.[Na+].Cl. (3) Given the product [Cl:1][C:2]1[CH:7]=[CH:6][C:5]([N:8]2[C:13](=[O:14])[CH:12]=[C:11]([C:15]([F:16])([F:18])[F:17])[N:10]([CH3:19])[C:9]2=[O:20])=[CH:4][C:3]=1[CH:21]1[O:31][CH:29]([CH3:30])[CH:27]([CH3:28])[O:26]1, predict the reactants needed to synthesize it. The reactants are: [Cl:1][C:2]1[CH:7]=[CH:6][C:5]([N:8]2[C:13](=[O:14])[CH:12]=[C:11]([C:15]([F:18])([F:17])[F:16])[N:10]([CH3:19])[C:9]2=[O:20])=[CH:4][C:3]=1[CH:21](OC)OC.[OH:26][CH:27]([CH:29]([OH:31])[CH3:30])[CH3:28].C1(C)C=CC(S(O)(=O)=O)=CC=1.O. (4) Given the product [N:2]1[NH:21][N:22]=[N:23][C:1]=1[C:3]1[S:7][C:6]([N:8]2[CH2:9][CH2:10][N:11]([C:14]([O:16][C:17]([CH3:20])([CH3:19])[CH3:18])=[O:15])[CH2:12][CH2:13]2)=[N:5][N:4]=1, predict the reactants needed to synthesize it. The reactants are: [C:1]([C:3]1[S:7][C:6]([N:8]2[CH2:13][CH2:12][N:11]([C:14]([O:16][C:17]([CH3:20])([CH3:19])[CH3:18])=[O:15])[CH2:10][CH2:9]2)=[N:5][N:4]=1)#[N:2].[N-:21]=[N+:22]=[N-:23].[Na+].[Cl-].[NH4+].Cl. (5) Given the product [Cl:8][C:7]1[C:2]([O:9][CH:10]2[CH2:11][CH:12]([NH:14][C:15](=[O:21])[O:16][C:17]([CH3:19])([CH3:18])[CH3:20])[CH2:13]2)=[N:3][CH:4]=[CH:5][N:6]=1, predict the reactants needed to synthesize it. The reactants are: Cl[C:2]1[C:7]([Cl:8])=[N:6][CH:5]=[CH:4][N:3]=1.[OH:9][CH:10]1[CH2:13][CH:12]([NH:14][C:15](=[O:21])[O:16][C:17]([CH3:20])([CH3:19])[CH3:18])[CH2:11]1.C([O-])([O-])=O.[Cs+].[Cs+]. (6) Given the product [CH:21]1([NH:27][C:16]([C:15]2[CH:14]=[CH:13][C:12]([C@@H:10]3[CH2:11][C@H:9]3[NH:8][C:6](=[O:7])[O:5][C:1]([CH3:2])([CH3:3])[CH3:4])=[CH:20][CH:19]=2)=[O:18])[CH2:26][CH2:25][CH2:24][CH2:23][CH2:22]1, predict the reactants needed to synthesize it. The reactants are: [C:1]([O:5][C:6]([NH:8][C@@H:9]1[CH2:11][C@H:10]1[C:12]1[CH:20]=[CH:19][C:15]([C:16]([OH:18])=O)=[CH:14][CH:13]=1)=[O:7])([CH3:4])([CH3:3])[CH3:2].[CH:21]1([NH2:27])[CH2:26][CH2:25][CH2:24][CH2:23][CH2:22]1.ON1C2C=CC=CC=2N=N1.Cl.C(N=C=NCCCN(C)C)C.Cl. (7) Given the product [CH2:10]([O:14][CH:15]1[CH2:20][CH2:19][N:18]([S:22]([C:25]2[CH:26]=[C:27]([CH:31]=[CH:32][CH:33]=2)[C:28]([OH:30])=[O:29])(=[O:24])=[O:23])[CH2:17][CH2:16]1)[CH:11]([CH3:13])[CH3:12], predict the reactants needed to synthesize it. The reactants are: C(N(CC)C(C)C)(C)C.[CH2:10]([O:14][CH:15]1[CH2:20][CH2:19][NH:18][CH2:17][CH2:16]1)[CH:11]([CH3:13])[CH3:12].Cl[S:22]([C:25]1[CH:26]=[C:27]([CH:31]=[CH:32][CH:33]=1)[C:28]([OH:30])=[O:29])(=[O:24])=[O:23]. (8) The reactants are: [CH2:1]([NH:8][C:9]([CH:11]1[CH2:23][N:21]2[C:22]3[CH:14]([CH:15]([NH:24][C:25](=[O:38])[CH:26]([CH2:34][CH:35]([CH3:37])[CH3:36])[CH:27]([CH2:31][CH2:32][CH3:33])[C:28]([NH2:30])=[O:29])[CH2:16][CH2:17][C:18]=3[CH:19]=[CH:20]2)[C:13](=[O:39])[CH2:12]1)=[O:10])[C:2]1[CH:7]=[CH:6][CH:5]=[CH:4][CH:3]=1.C1(CN)CCCCC1. Given the product [CH:2]1([CH2:1][NH:8][C:9]([CH:11]2[CH2:23][N:21]3[C:22]4[CH:14]([CH:15]([NH:24][C:25](=[O:38])[CH:26]([CH2:34][CH:35]([CH3:36])[CH3:37])[CH:27]([CH2:31][CH2:32][CH3:33])[C:28]([NH2:30])=[O:29])[CH2:16][CH2:17][C:18]=4[CH:19]=[CH:20]3)[C:13](=[O:39])[CH2:12]2)=[O:10])[CH2:7][CH2:6][CH2:5][CH2:4][CH2:3]1, predict the reactants needed to synthesize it. (9) Given the product [Cl:1][C:2]1[CH:3]=[C:4]2[C:9](=[CH:10][CH:11]=1)[NH:8][C:7](=[O:12])[N:6]([CH2:13][C:14]([F:17])([F:16])[F:15])[C:5]2([CH2:26][CH3:27])[C:19]1[CH:24]=[CH:23][C:22]([Br:25])=[CH:21][CH:20]=1, predict the reactants needed to synthesize it. The reactants are: [Cl:1][C:2]1[CH:3]=[C:4]2[C:9](=[CH:10][CH:11]=1)[NH:8][C:7](=[O:12])[N:6]([CH2:13][C:14]([F:17])([F:16])[F:15])[C:5]2([C:19]1[CH:24]=[CH:23][C:22]([Br:25])=[CH:21][CH:20]=1)O.[CH2:26](N(CC)CC)[CH3:27].S(Cl)(Cl)=O.C([Mg]Br)C. (10) Given the product [F:18][C:15]([F:16])([F:17])[CH2:14][C:13]([NH:12][C:9]1[CH:10]=[CH:11][C:6]([SH:5])=[CH:7][CH:8]=1)=[O:19], predict the reactants needed to synthesize it. The reactants are: FC(F)(F)CC(=O)[S:5][C:6]1[CH:11]=[CH:10][C:9]([NH:12][C:13](=[O:19])[CH2:14][C:15]([F:18])([F:17])[F:16])=[CH:8][CH:7]=1.CCO.Cl.